This data is from Full USPTO retrosynthesis dataset with 1.9M reactions from patents (1976-2016). The task is: Predict the reactants needed to synthesize the given product. The reactants are: S([O-])([O-])(=O)=O.[Na+].[Na+].[NH2:8][C:9]1[C:22]([Br:23])=[CH:21][C:20]([Cl:24])=[CH:19][C:10]=1[C:11]([NH:13][CH:14]([CH:16]1[CH2:18][CH2:17]1)[CH3:15])=[O:12].[Br:25][C:26]1[CH:30]=[C:29]([C:31](OC2C=CC=CC=2)=[O:32])[N:28]([C:40]2[C:45]([Cl:46])=[CH:44][CH:43]=[CH:42][N:41]=2)[N:27]=1.CC(C)([O-])C.[K+]. Given the product [Br:25][C:26]1[CH:30]=[C:29]([C:31]([NH:8][C:9]2[C:10]([C:11](=[O:12])[NH:13][CH:14]([CH:16]3[CH2:18][CH2:17]3)[CH3:15])=[CH:19][C:20]([Cl:24])=[CH:21][C:22]=2[Br:23])=[O:32])[N:28]([C:40]2[C:45]([Cl:46])=[CH:44][CH:43]=[CH:42][N:41]=2)[N:27]=1, predict the reactants needed to synthesize it.